Dataset: NCI-60 drug combinations with 297,098 pairs across 59 cell lines. Task: Regression. Given two drug SMILES strings and cell line genomic features, predict the synergy score measuring deviation from expected non-interaction effect. (1) Drug 1: COC1=CC(=CC(=C1O)OC)C2C3C(COC3=O)C(C4=CC5=C(C=C24)OCO5)OC6C(C(C7C(O6)COC(O7)C8=CC=CS8)O)O. Drug 2: C1=NC2=C(N1)C(=S)N=CN2. Cell line: MCF7. Synergy scores: CSS=31.3, Synergy_ZIP=-10.6, Synergy_Bliss=-9.24, Synergy_Loewe=-9.22, Synergy_HSA=-3.88. (2) Drug 1: CNC(=O)C1=NC=CC(=C1)OC2=CC=C(C=C2)NC(=O)NC3=CC(=C(C=C3)Cl)C(F)(F)F. Drug 2: CC1C(C(CC(O1)OC2CC(CC3=C2C(=C4C(=C3O)C(=O)C5=C(C4=O)C(=CC=C5)OC)O)(C(=O)CO)O)N)O.Cl. Cell line: SK-MEL-5. Synergy scores: CSS=42.8, Synergy_ZIP=1.95, Synergy_Bliss=2.09, Synergy_Loewe=-21.3, Synergy_HSA=2.29. (3) Drug 1: CCCCC(=O)OCC(=O)C1(CC(C2=C(C1)C(=C3C(=C2O)C(=O)C4=C(C3=O)C=CC=C4OC)O)OC5CC(C(C(O5)C)O)NC(=O)C(F)(F)F)O. Drug 2: C1=NC2=C(N=C(N=C2N1C3C(C(C(O3)CO)O)F)Cl)N. Cell line: SK-MEL-28. Synergy scores: CSS=23.3, Synergy_ZIP=-13.1, Synergy_Bliss=-8.58, Synergy_Loewe=-15.2, Synergy_HSA=-9.43. (4) Drug 1: CC1=C2C(C(=O)C3(C(CC4C(C3C(C(C2(C)C)(CC1OC(=O)C(C(C5=CC=CC=C5)NC(=O)OC(C)(C)C)O)O)OC(=O)C6=CC=CC=C6)(CO4)OC(=O)C)OC)C)OC. Drug 2: CCCCC(=O)OCC(=O)C1(CC(C2=C(C1)C(=C3C(=C2O)C(=O)C4=C(C3=O)C=CC=C4OC)O)OC5CC(C(C(O5)C)O)NC(=O)C(F)(F)F)O. Cell line: T-47D. Synergy scores: CSS=45.2, Synergy_ZIP=3.45, Synergy_Bliss=8.34, Synergy_Loewe=7.03, Synergy_HSA=10.3. (5) Drug 1: C1=NC2=C(N=C(N=C2N1C3C(C(C(O3)CO)O)F)Cl)N. Drug 2: CN(C(=O)NC(C=O)C(C(C(CO)O)O)O)N=O. Cell line: HCT-15. Synergy scores: CSS=6.23, Synergy_ZIP=-2.10, Synergy_Bliss=4.14, Synergy_Loewe=-13.3, Synergy_HSA=0.635. (6) Drug 1: C1=NC2=C(N1)C(=S)N=C(N2)N. Drug 2: CCN(CC)CCCC(C)NC1=C2C=C(C=CC2=NC3=C1C=CC(=C3)Cl)OC. Cell line: SK-MEL-2. Synergy scores: CSS=30.9, Synergy_ZIP=-8.08, Synergy_Bliss=-5.57, Synergy_Loewe=-6.10, Synergy_HSA=-4.93.